Task: Predict the reaction yield, written as a fraction of the theoretical maximum amount of product (1.0 means a 100% yield; for example, 0.34 means a 34% yield).. Dataset: Reaction yield outcomes from USPTO patents with 853,638 reactions (1) The reactants are [Si:1]([O:8][CH2:9][C:10]1[N:11]([CH3:24])[C:12]2[C:17]([CH:18]=1)=[CH:16][C:15]1[CH:19]([OH:23])[CH2:20][CH2:21][CH2:22][C:14]=1[CH:13]=2)([C:4]([CH3:7])([CH3:6])[CH3:5])([CH3:3])[CH3:2]. The catalyst is C(Cl)Cl.O=[Mn]=O. The product is [Si:1]([O:8][CH2:9][C:10]1[N:11]([CH3:24])[C:12]2[C:17]([CH:18]=1)=[CH:16][C:15]1[C:19](=[O:23])[CH2:20][CH2:21][CH2:22][C:14]=1[CH:13]=2)([C:4]([CH3:7])([CH3:6])[CH3:5])([CH3:3])[CH3:2]. The yield is 0.640. (2) The reactants are [N+:1]([CH2:4][CH2:5][O:6][CH:7]1[CH2:12][CH2:11][CH2:10][CH2:9][O:8]1)([O-:3])=O.[CH2:13]([O:15][C:16](=[O:26])[C:17]#[C:18][C:19]1[CH:24]=[CH:23][CH:22]=[CH:21][C:20]=1[Cl:25])[CH3:14].C1(N=C=O)C=CC(N=C=O)=CC=1.C(N(CC)CC)C. The catalyst is C1(C)C=CC=CC=1. The product is [CH2:13]([O:15][C:16]([C:17]1[C:4]([CH2:5][O:6][CH:7]2[CH2:12][CH2:11][CH2:10][CH2:9][O:8]2)=[N:1][O:3][C:18]=1[C:19]1[CH:24]=[CH:23][CH:22]=[CH:21][C:20]=1[Cl:25])=[O:26])[CH3:14]. The yield is 0.940. (3) The reactants are [NH2:1][C:2]1[N:10]=[CH:9][N:8]=[C:7]2[C:3]=1[N:4]=[CH:5][N:6]2[C@H:11]1[C@@H:15]2[O:16][C:17]([CH3:20])([CH3:19])[O:18][C@@H:14]2[C@@H:13]([CH2:21][NH:22][CH:23]2[CH2:26][CH:25]([CH2:27][CH2:28][C:29]([O:31][CH2:32][CH3:33])=[O:30])[CH2:24]2)[O:12]1.C(=O)([O-])[O-].[K+].[K+].[CH:40](I)([CH3:42])[CH3:41]. The catalyst is C(#N)C. The product is [NH2:1][C:2]1[N:10]=[CH:9][N:8]=[C:7]2[C:3]=1[N:4]=[CH:5][N:6]2[C@H:11]1[C@@H:15]2[O:16][C:17]([CH3:19])([CH3:20])[O:18][C@@H:14]2[C@@H:13]([CH2:21][N:22]([CH:40]([CH3:42])[CH3:41])[CH:23]2[CH2:26][CH:25]([CH2:27][CH2:28][C:29]([O:31][CH2:32][CH3:33])=[O:30])[CH2:24]2)[O:12]1. The yield is 0.150. (4) The reactants are C(C1C2NC3C(=CC=CC=3)C=2C=CC=1)C(C)C.CC1(C)C(C)(C)OB(C2C=CC(CCC[C:35]3[CH:36]=[CH:37][C:38]4[N:39]([CH2:66][CH:67]([CH3:69])[CH3:68])[C:40]5[C:45]([C:46]=4[CH:47]=3)=[CH:44][C:43](CCCC3C=CC(B4OC(C)(C)C(C)(C)O4)=CC=3)=[CH:42][CH:41]=5)=CC=2)O1.BrC1C=CC=C(Br)N=1.C([O-])([O-])=O.[K+].[K+]. The catalyst is C1C=CC(/C=C/C(/C=C/C2C=CC=CC=2)=O)=CC=1.C1C=CC(/C=C/C(/C=C/C2C=CC=CC=2)=O)=CC=1.C1C=CC(/C=C/C(/C=C/C2C=CC=CC=2)=O)=CC=1.[Pd].[Pd].C1(C)C=CC=CC=1P(C1C=CC=CC=1C)C1C=CC=CC=1C.O.C1COCC1. The product is [CH3:68][CH:67]([CH3:69])[CH2:66][N:39]1[C:40]2[CH:41]=[CH:42][CH:43]=[CH:44][C:45]=2[C:46]2[C:38]1=[CH:37][CH:36]=[CH:35][CH:47]=2. The yield is 0.690.